Predict the product of the given reaction. From a dataset of Forward reaction prediction with 1.9M reactions from USPTO patents (1976-2016). Given the reactants [CH3:1][O:2][C:3](=[O:18])[C:4]1[CH:9]=[C:8]([N+:10]([O-:12])=[O:11])[C:7]([O:13][CH3:14])=[C:6]([N+:15]([O-])=O)[CH:5]=1.[C:19]1(C)C=CC=CC=1, predict the reaction product. The product is: [CH3:19][CH2:14][O:13][CH2:7][CH3:8].[CH3:7][CH2:6][CH2:5][CH:4]([CH3:9])[CH3:3].[NH2:15][C:6]1[CH:5]=[C:4]([CH:9]=[C:8]([N+:10]([O-:12])=[O:11])[C:7]=1[O:13][CH3:14])[C:3]([O:2][CH3:1])=[O:18].